From a dataset of Forward reaction prediction with 1.9M reactions from USPTO patents (1976-2016). Predict the product of the given reaction. (1) Given the reactants [CH:1]1([C@H:7]([OH:43])[C@H:8]([NH:19][C:20]([N:22]2[CH2:27][CH2:26][CH2:25][C@@H:24]([C@H:28]([C:37]3[CH:42]=[CH:41][CH:40]=[CH:39][CH:38]=3)[O:29][CH2:30][CH2:31][NH:32][C:33](=[O:36])[O:34][CH3:35])[CH2:23]2)=[O:21])[CH2:9][N:10](C)[C:11](OC(C)(C)C)=O)[CH2:6][CH2:5][CH2:4][CH2:3][CH2:2]1, predict the reaction product. The product is: [CH:1]1([C@H:7]([OH:43])[C@H:8]([NH:19][C:20]([N:22]2[CH2:27][CH2:26][CH2:25][C@@H:24]([C@H:28]([C:37]3[CH:42]=[CH:41][CH:40]=[CH:39][CH:38]=3)[O:29][CH2:30][CH2:31][NH:32][C:33](=[O:36])[O:34][CH3:35])[CH2:23]2)=[O:21])[CH2:9][NH:10][CH3:11])[CH2:6][CH2:5][CH2:4][CH2:3][CH2:2]1. (2) Given the reactants [CH:1]1([N:4]2[C:9](=[O:10])[C:8]3[C:11]([NH:18][C:19]4[CH:24]=[CH:23][C:22]([I:25])=[CH:21][C:20]=4[F:26])=[C:12]([F:17])[C:13](=[O:16])[N:14]([CH3:15])[C:7]=3[C:6]([C:27]3[CH:32]=[CH:31][CH:30]=[C:29]([N+:33]([O-])=O)[CH:28]=3)=[N:5]2)[CH2:3][CH2:2]1, predict the reaction product. The product is: [NH2:33][C:29]1[CH:28]=[C:27]([C:6]2[C:7]3[N:14]([CH3:15])[C:13](=[O:16])[C:12]([F:17])=[C:11]([NH:18][C:19]4[CH:24]=[CH:23][C:22]([I:25])=[CH:21][C:20]=4[F:26])[C:8]=3[C:9](=[O:10])[N:4]([CH:1]3[CH2:2][CH2:3]3)[N:5]=2)[CH:32]=[CH:31][CH:30]=1. (3) Given the reactants [H-].[Al+3].[Li+].[H-].[H-].[H-].[O:7]1[CH2:11][CH2:10][O:9][CH:8]1[CH2:12][CH2:13][C:14]#[N:15].O.[OH-].[Na+], predict the reaction product. The product is: [O:7]1[CH2:11][CH2:10][O:9][CH:8]1[CH2:12][CH2:13][CH2:14][NH2:15].